The task is: Predict the product of the given reaction.. This data is from Forward reaction prediction with 1.9M reactions from USPTO patents (1976-2016). Given the reactants FC(F)(F)C(O)=O.[NH2:8][C@H:9]([C:19]1[C:24]([C:25]2[CH:26]=[CH:27][C:28]([F:34])=[C:29]([CH:33]=2)[C:30]([NH2:32])=[O:31])=[CH:23][CH:22]=[CH:21][N:20]=1)[CH2:10][C:11]1[CH:16]=[C:15]([F:17])[CH:14]=[C:13]([F:18])[CH:12]=1.[C:35]([O:39][C:40]([N:42]1[CH2:46][C@@H:45]([C:47]2[CH:52]=[CH:51][CH:50]=[CH:49][CH:48]=2)[CH2:44][C@H:43]1[C:53](O)=[O:54])=[O:41])([CH3:38])([CH3:37])[CH3:36], predict the reaction product. The product is: [C:30]([C:29]1[CH:33]=[C:25]([C:24]2[C:19]([C@@H:9]([NH:8][C:53]([C@@H:43]3[CH2:44][C@H:45]([C:47]4[CH:48]=[CH:49][CH:50]=[CH:51][CH:52]=4)[CH2:46][N:42]3[C:40]([O:39][C:35]([CH3:38])([CH3:37])[CH3:36])=[O:41])=[O:54])[CH2:10][C:11]3[CH:12]=[C:13]([F:18])[CH:14]=[C:15]([F:17])[CH:16]=3)=[N:20][CH:21]=[CH:22][CH:23]=2)[CH:26]=[CH:27][C:28]=1[F:34])(=[O:31])[NH2:32].